This data is from Catalyst prediction with 721,799 reactions and 888 catalyst types from USPTO. The task is: Predict which catalyst facilitates the given reaction. (1) Reactant: [NH2:1][C:2]1[O:6][N:5]=[C:4]([C:7]2[CH:12]=[CH:11][CH:10]=[CH:9][C:8]=2[O:13][C:14]([F:17])([F:16])[F:15])[C:3]=1[C:18]([OH:20])=O.Cl.C(N=C=NCCCN(C)C)C.[CH3:33][O:34][C:35]1[CH:36]=[C:37]([N:41]2[CH2:46][CH2:45][NH:44][CH2:43][CH2:42]2)[CH:38]=[CH:39][CH:40]=1. Product: [NH2:1][C:2]1[O:6][N:5]=[C:4]([C:7]2[CH:12]=[CH:11][CH:10]=[CH:9][C:8]=2[O:13][C:14]([F:15])([F:16])[F:17])[C:3]=1[C:18]([N:44]1[CH2:43][CH2:42][N:41]([C:37]2[CH:38]=[CH:39][CH:40]=[C:35]([O:34][CH3:33])[CH:36]=2)[CH2:46][CH2:45]1)=[O:20]. The catalyst class is: 4. (2) Reactant: [CH2:1]([O:3][C:4]([C:6]1([CH2:19][CH2:20][CH2:21][O:22][CH3:23])[CH2:11][CH2:10][N:9](C(OC(C)(C)C)=O)[CH2:8][CH2:7]1)=[O:5])[CH3:2].C(O)(C(F)(F)F)=O. Product: [CH2:1]([O:3][C:4]([C:6]1([CH2:19][CH2:20][CH2:21][O:22][CH3:23])[CH2:7][CH2:8][NH:9][CH2:10][CH2:11]1)=[O:5])[CH3:2]. The catalyst class is: 2. (3) Product: [CH3:1][O:2][C:3](=[O:22])[C:4]([S:13]([C:16]1[CH:17]=[CH:18][CH:19]=[CH:20][CH:21]=1)(=[O:15])=[O:14])([CH:6]1[CH2:11][CH2:10][C:9]2[C:29]3[C:28](=[CH:27][CH:26]=[C:25]([Cl:24])[CH:30]=3)[NH:31][C:8]=2[CH2:7]1)[CH3:5]. The catalyst class is: 15. Reactant: [CH3:1][O:2][C:3](=[O:22])[C:4]([S:13]([C:16]1[CH:21]=[CH:20][CH:19]=[CH:18][CH:17]=1)(=[O:15])=[O:14])([CH:6]1[CH2:11][CH2:10][CH2:9][C:8](=O)[CH2:7]1)[CH3:5].Cl.[Cl:24][C:25]1[CH:30]=[CH:29][C:28]([NH:31]N)=[CH:27][CH:26]=1.C([O-])(O)=O.[Na+]. (4) Reactant: [C:1]([C:4]1[S:8][C:7]([N:9]2[CH2:13][CH2:12][N:11]([CH2:14][C:15]3[CH:20]=[CH:19][C:18]([C:21]([N:23]4[CH2:28][CH2:27][CH2:26][CH2:25][CH2:24]4)=[O:22])=[CH:17][CH:16]=3)[C:10]2=[O:29])=[N:6][C:5]=1[CH3:30])(=O)[CH3:2].CO[C:33](OC)([N:35](C)C)[CH3:34].O.[NH2:41]N. Product: [CH3:30][C:5]1[N:6]=[C:7]([N:9]2[CH2:13][CH2:12][N:11]([CH2:14][C:15]3[CH:16]=[CH:17][C:18]([C:21]([N:23]4[CH2:24][CH2:25][CH2:26][CH2:27][CH2:28]4)=[O:22])=[CH:19][CH:20]=3)[C:10]2=[O:29])[S:8][C:4]=1[C:1]1[NH:41][N:35]=[C:33]([CH3:34])[CH:2]=1. The catalyst class is: 675. (5) Reactant: [NH2:1][CH:2]([C:8]1[C:13]([Cl:14])=[CH:12][C:11]([Br:15])=[CH:10][N:9]=1)C(OCC)=O. Product: [ClH:14].[Br:15][C:11]1[CH:12]=[C:13]([Cl:14])[C:8]([CH2:2][NH2:1])=[N:9][CH:10]=1. The catalyst class is: 33.